Dataset: Full USPTO retrosynthesis dataset with 1.9M reactions from patents (1976-2016). Task: Predict the reactants needed to synthesize the given product. (1) Given the product [N:4]1[C:5]2[C:10](=[CH:9][CH:8]=[CH:7][CH:6]=2)[CH:11]=[CH:12][C:3]=1[CH2:2][O:22][C:19]1[CH:20]=[CH:21][C:16]([C:14](=[O:15])[CH3:13])=[CH:17][CH:18]=1, predict the reactants needed to synthesize it. The reactants are: Cl[CH2:2][C:3]1[CH:12]=[CH:11][C:10]2[C:5](=[CH:6][CH:7]=[CH:8][CH:9]=2)[N:4]=1.[CH3:13][C:14]([C:16]1[CH:17]=[CH:18][C:19]([OH:22])=[CH:20][CH:21]=1)=[O:15].C(=O)([O-])[O-].[K+].[K+].[OH-].[Na+]. (2) Given the product [F:41][C:42]1[CH:47]=[CH:46][C:45]([CH2:48][O:49][C:50]2[CH:59]=[CH:58][C:57]([C:60]3[CH:61]=[N:62][N:63]([CH2:65][CH2:66][O:67][CH3:68])[CH:64]=3)=[CH:56][C:51]=2[C:52]([NH:7][C:3]2[CH:2]=[N:1][CH:6]=[CH:5][CH:4]=2)=[O:53])=[CH:44][CH:43]=1, predict the reactants needed to synthesize it. The reactants are: [N:1]1[CH:6]=[CH:5][CH:4]=[C:3]([NH2:7])[CH:2]=1.CN(C(ON1N=NC2C=CC=NC1=2)=[N+](C)C)C.F[P-](F)(F)(F)(F)F.C(N(C(C)C)CC)(C)C.[F:41][C:42]1[CH:47]=[CH:46][C:45]([CH2:48][O:49][C:50]2[CH:59]=[CH:58][C:57]([C:60]3[CH:61]=[N:62][N:63]([CH2:65][CH2:66][O:67][CH3:68])[CH:64]=3)=[CH:56][C:51]=2[C:52](OC)=[O:53])=[CH:44][CH:43]=1. (3) Given the product [ClH:17].[N:10]1([C:7]2[CH:6]=[CH:5][C:4]([C:3]([OH:16])=[O:2])=[CH:9][CH:8]=2)[CH2:11][CH2:12][NH:13][CH2:14][CH2:15]1, predict the reactants needed to synthesize it. The reactants are: C[O:2][C:3](=[O:16])[C:4]1[CH:9]=[CH:8][C:7]([N:10]2[CH2:15][CH2:14][NH:13][CH2:12][CH2:11]2)=[CH:6][CH:5]=1.[ClH:17]. (4) Given the product [Cl:15][C:16]1[CH:24]=[C:23]([S:25]([CH2:28][C@H:29]([OH:31])[CH3:30])(=[O:26])=[O:27])[CH:22]=[CH:21][C:17]=1[C:18]([NH:6][C:5]1[CH:7]=[CH:8][C:2]([Cl:1])=[C:3]([C:9]2[CH:14]=[CH:13][CH:12]=[CH:11][N:10]=2)[CH:4]=1)=[O:19], predict the reactants needed to synthesize it. The reactants are: [Cl:1][C:2]1[CH:8]=[CH:7][C:5]([NH2:6])=[CH:4][C:3]=1[C:9]1[CH:14]=[CH:13][CH:12]=[CH:11][N:10]=1.[Cl:15][C:16]1[CH:24]=[C:23]([S:25]([CH2:28][C@H:29]([OH:31])[CH3:30])(=[O:27])=[O:26])[CH:22]=[CH:21][C:17]=1[C:18](O)=[O:19]. (5) Given the product [NH2:12][C:8]1[CH:7]=[C:6]([CH2:5][CH:4]([CH3:16])[C:3]([NH2:2])=[O:15])[CH:11]=[CH:10][CH:9]=1, predict the reactants needed to synthesize it. The reactants are: C[NH:2][C:3](=[O:15])[CH:4]=[CH:5][C:6]1[CH:11]=[CH:10][CH:9]=[C:8]([N+:12]([O-])=O)[CH:7]=1.[CH2:16]([SiH](CC)CC)C. (6) Given the product [F:25][C:26]([F:39])([F:38])[S:27]([O:17][C:5]1[CH:4]=[CH:3][C:2]([F:1])=[C:7]([NH:8][CH2:9][C:10]2([CH3:16])[CH2:15][CH2:14][O:13][CH2:12][CH2:11]2)[N:6]=1)(=[O:29])=[O:28], predict the reactants needed to synthesize it. The reactants are: [F:1][C:2]1[CH:3]=[CH:4][C:5]([OH:17])=[N:6][C:7]=1[NH:8][CH2:9][C:10]1([CH3:16])[CH2:15][CH2:14][O:13][CH2:12][CH2:11]1.C(N(CC)CC)C.[F:25][C:26]([F:39])([F:38])[S:27](O[S:27]([C:26]([F:39])([F:38])[F:25])(=[O:29])=[O:28])(=[O:29])=[O:28].C(=O)(O)[O-].[Na+]. (7) Given the product [Br:1][C:2]1[CH:3]=[C:4]([C:9]([F:12])([F:11])[F:10])[CH:5]=[CH:6][C:7]=1[S:32][C:29]1[CH:30]=[CH:31][C:26]([Cl:25])=[CH:27][CH:28]=1, predict the reactants needed to synthesize it. The reactants are: [Br:1][C:2]1[CH:3]=[C:4]([C:9]([F:12])([F:11])[F:10])[CH:5]=[CH:6][C:7]=1I.BrC1C=C(C(F)(F)F)C=CC=1N.[Cl:25][C:26]1[CH:31]=[CH:30][C:29]([SH:32])=[CH:28][CH:27]=1.CC(C)([O-])C.[K+].